From a dataset of Experimentally validated miRNA-target interactions with 360,000+ pairs, plus equal number of negative samples. Binary Classification. Given a miRNA mature sequence and a target amino acid sequence, predict their likelihood of interaction. (1) The miRNA is hsa-miR-450b-5p with sequence UUUUGCAAUAUGUUCCUGAAUA. The protein sequence of the target gene is MKLGSSRAGPGRGSAGLLPGVHELPMGIPAPWGTSPLSFHRKCSLWAPGRPFLTLVLLVSIKQVTGSLLEETTRKWAQYKQACLRDLLKEPSGIFCNGTFDQYVCWPHSSPGNVSVPCPSYLPWWSEESSGRAYRHCLAQGTWQTIENATDIWQDDSECSENHSFKQNVDRYALLSTLQLMYTVGYSFSLISLFLALTLLLFLRKLHCTRNYIHMNLFASFILRTLAVLVKDVVFYNSYSKRPDNENGWMSYLSEMSTSCRSVQVLLHYFVGANYLWLLVEGLYLHTLLEPTVLPERRLW.... Result: 1 (interaction). (2) The miRNA is hsa-miR-524-5p with sequence CUACAAAGGGAAGCACUUUCUC. The protein sequence of the target gene is MTSAAEIKKPPVAPKPKFVVANNKPAPPPIAPKPDIVISSVPQSTKKMKPAIAPKPKVLKTSPVREIGQSPSRKIMLNLEGHKQELAESTDNFNCKYEGNQSNDYISPMCSCSSECIHKLGHRENLCVKQLVLEPLEMNENLENSKIDETLTIKTRSKCDLYGEKAKNQGGVVLKASVLEEELKDALIHQMPPFISAQKHRPTDSPEMNGGCNSNGQFRIEFADLSPSPSSFEKVPDHHSCHLQLPSDECEHFETCQDDSEKSNNCFQSSELEALENGKRSTLISSDGVSKKSEVKDLGP.... Result: 1 (interaction). (3) The miRNA is hsa-miR-508-5p with sequence UACUCCAGAGGGCGUCACUCAUG. The protein sequence of the target gene is MEQTRKIPNQPLPTPTSQSKKRRTPLLSFLSKVSWKLRLQKRELLKNALFVLAERARDPNAKKRHLAMRGLGALAREAPDKQVRKYKKVMLDLLVRGLYDPVSSEVIHESVKTLTIMLGKIQGHGLGSFFIDITLQARTLLDDEDDSVRYSAFVLFGQLASFAGWRWKKFFTQQVNQTQDSLLGHLQDESPKVAKACKMTVRACVPYLKPRKVPSFQSEEEQKNHRLSRQLSHCHPEILLFFYANKIL. Result: 0 (no interaction). (4) The miRNA is hsa-miR-15b-5p with sequence UAGCAGCACAUCAUGGUUUACA. The protein sequence of the target gene is MASCASIDIEDATQHLRDILKLDRPAGGPSAESPRPSSAYNGDLNGLLVPDPLCSGDSTSANKTGLRTMPPINLQEKQVICLSGDDSSTCIGILAKEVEIVASSDSSISSKARGSNKVKIQPVAKYDWEQKYYYGNLIAVSNSFLAYAIRAANNGSAMVRVISVSTSERTLLKGFTGSVADLAFAHLNSPQLACLDEAGNLFVWRLALVNGKIQEEILVHIRQPEGTPLNHFRRIIWCPFIPEESEDCCEESSPTVALLHEDRAEVWDLDMLRSSHSTWPVDVSQIKQGFIVVKGHSTCL.... Result: 1 (interaction).